From a dataset of NCI-60 drug combinations with 297,098 pairs across 59 cell lines. Regression. Given two drug SMILES strings and cell line genomic features, predict the synergy score measuring deviation from expected non-interaction effect. (1) Drug 1: CC1C(C(CC(O1)OC2CC(CC3=C2C(=C4C(=C3O)C(=O)C5=C(C4=O)C(=CC=C5)OC)O)(C(=O)CO)O)N)O.Cl. Drug 2: C1=NNC2=C1C(=O)NC=N2. Cell line: OVCAR-4. Synergy scores: CSS=6.19, Synergy_ZIP=7.85, Synergy_Bliss=0.609, Synergy_Loewe=0.815, Synergy_HSA=0.568. (2) Drug 1: C1=NC2=C(N1)C(=S)N=CN2. Drug 2: C1CNP(=O)(OC1)N(CCCl)CCCl. Cell line: HOP-92. Synergy scores: CSS=40.4, Synergy_ZIP=0.537, Synergy_Bliss=-1.20, Synergy_Loewe=-60.5, Synergy_HSA=-2.72. (3) Drug 1: C1CC(C1)(C(=O)O)C(=O)O.[NH2-].[NH2-].[Pt+2]. Drug 2: C1=CC=C(C(=C1)C(C2=CC=C(C=C2)Cl)C(Cl)Cl)Cl. Cell line: SW-620. Synergy scores: CSS=8.79, Synergy_ZIP=-2.73, Synergy_Bliss=-1.88, Synergy_Loewe=-4.95, Synergy_HSA=-2.88. (4) Drug 1: C1CC(C1)(C(=O)O)C(=O)O.[NH2-].[NH2-].[Pt+2]. Drug 2: C(=O)(N)NO. Cell line: T-47D. Synergy scores: CSS=-4.59, Synergy_ZIP=2.02, Synergy_Bliss=2.21, Synergy_Loewe=-6.20, Synergy_HSA=-3.16.